Dataset: Reaction yield outcomes from USPTO patents with 853,638 reactions. Task: Predict the reaction yield, written as a fraction of the theoretical maximum amount of product (1.0 means a 100% yield; for example, 0.34 means a 34% yield). The reactants are [CH3:1][O:2][C:3]([C:5]1[CH:10]=[C:9]([NH2:11])[N:8]=[C:7]([C:12]2[CH:17]=[CH:16][C:15]([Cl:18])=[C:14]([O:19][CH3:20])[C:13]=2[F:21])[N:6]=1)=[O:4].[Br:22]N1C(=O)CCC1=O. The catalyst is C(Cl)(Cl)Cl. The product is [CH3:1][O:2][C:3]([C:5]1[C:10]([Br:22])=[C:9]([NH2:11])[N:8]=[C:7]([C:12]2[CH:17]=[CH:16][C:15]([Cl:18])=[C:14]([O:19][CH3:20])[C:13]=2[F:21])[N:6]=1)=[O:4]. The yield is 0.770.